Dataset: Forward reaction prediction with 1.9M reactions from USPTO patents (1976-2016). Task: Predict the product of the given reaction. (1) Given the reactants [CH3:1][S:2]([O:5][C@@H:6]1[CH2:10][CH2:9][CH2:8][C@H:7]1[O:11][C:12]1[CH:17]=[CH:16][C:15]([Br:18])=[CH:14][CH:13]=1)(=[O:4])=[O:3].Br[C:20]1C=CC(O[C@@H]2CCCC[C@H]2O)=CC=1, predict the reaction product. The product is: [CH3:1][S:2]([O:5][C@@H:6]1[CH2:10][CH2:9][CH2:8][CH2:20][C@H:7]1[O:11][C:12]1[CH:13]=[CH:14][C:15]([Br:18])=[CH:16][CH:17]=1)(=[O:3])=[O:4]. (2) Given the reactants C([NH:5][S:6]([C:9]1[S:10][C:11]([C:14]2[CH:19]=[CH:18][CH:17]=[C:16]([C:20]3[N:25]=[C:24]([C:26]([F:29])([F:28])[F:27])[CH:23]=[C:22]([C:30]4[CH:35]=[CH:34][C:33]([Cl:36])=[C:32]([Cl:37])[CH:31]=4)[N:21]=3)[CH:15]=2)=[CH:12][CH:13]=1)(=[O:8])=[O:7])(C)(C)C.C(O)(C(F)(F)F)=O, predict the reaction product. The product is: [Cl:37][C:32]1[CH:31]=[C:30]([C:22]2[CH:23]=[C:24]([C:26]([F:27])([F:29])[F:28])[N:25]=[C:20]([C:16]3[CH:15]=[C:14]([C:11]4[S:10][C:9]([S:6]([NH2:5])(=[O:7])=[O:8])=[CH:13][CH:12]=4)[CH:19]=[CH:18][CH:17]=3)[N:21]=2)[CH:35]=[CH:34][C:33]=1[Cl:36]. (3) Given the reactants [I:1][C:2]1[CH:3]=[C:4]([C:8]2[N:9]=[CH:10][N:11]([CH3:26])[C:12]=2[C:13]2[S:25][C:16]3[N:17]=[CH:18][N:19]=[C:20](S(C)(=O)=O)[C:15]=3[CH:14]=2)[CH:5]=[CH:6][CH:7]=1.C[N:28]1C(C2SC3N=CN=C(S(C)(=O)=O)C=3C=2)=C(C2C=CC=CC=2)N=C1, predict the reaction product. The product is: [I:1][C:2]1[CH:3]=[C:4]([C:8]2[N:9]=[CH:10][N:11]([CH3:26])[C:12]=2[C:13]2[S:25][C:16]3[N:17]=[CH:18][N:19]=[C:20]([NH2:28])[C:15]=3[CH:14]=2)[CH:5]=[CH:6][CH:7]=1. (4) Given the reactants [CH:1]1([CH2:7][C:8]2[CH:12]=[CH:11][S:10][CH:9]=2)[CH2:6][CH2:5][CH2:4][CH2:3][CH2:2]1.C1C(=O)N([Br:20])C(=O)C1, predict the reaction product. The product is: [Br:20][C:9]1[S:10][CH:11]=[CH:12][C:8]=1[CH2:7][CH:1]1[CH2:2][CH2:3][CH2:4][CH2:5][CH2:6]1. (5) The product is: [NH2:41][C:40]1[N:32]=[CH:33][N:34]=[C:35]2[C:39]=1[N:38]=[CH:37][N:36]2[CH:13]1[CH:14]([O:50][C:47](=[O:48])[C:53]2[CH:52]=[CH:15][CH:11]=[CH:10][CH:9]=2)[CH2:15][CH:11]([CH:10]=[CH:9][P:4]([O:3][CH2:1][CH3:2])([O:5][CH2:6][CH3:7])=[O:8])[O:12]1. Given the reactants [CH2:1]([O:3][P:4]([CH:9]=[CH:10][CH:11]1[CH2:15][CH:14](C(=O)C2C=CC=CC=2)[CH:13](C(=O)C2C=CC=CC=2)[O:12]1)(=[O:8])[O:5][CH2:6][CH3:7])[CH3:2].[N:32]1[C:40]([NH2:41])=[C:39]2[C:35]([N:36]=[CH:37][NH:38]2)=[N:34][CH:33]=1.Cl[Sn](Cl)(Cl)Cl.[C:47]([O-:50])(O)=[O:48].[Na+].[CH3:52][C:53]#N, predict the reaction product. (6) Given the reactants [CH3:1][C:2]1[CH:3]=[CH:4][C:5]([C:8](=[NH:18])[NH:9][C:10]2[CH:15]=[CH:14][C:13]([S:16][CH3:17])=[CH:12][CH:11]=2)=[N:6][CH:7]=1.C(=O)(O)[O-].[Na+].Br[CH2:25][C:26](=[O:31])[C:27]([F:30])([F:29])[F:28].N1C=CNC1, predict the reaction product. The product is: [CH3:1][C:2]1[CH:3]=[CH:4][C:5]([C:8]2[N:9]([C:10]3[CH:15]=[CH:14][C:13]([S:16][CH3:17])=[CH:12][CH:11]=3)[CH2:25][C:26]([OH:31])([C:27]([F:30])([F:29])[F:28])[N:18]=2)=[N:6][CH:7]=1. (7) Given the reactants [F:1][C:2]([F:20])([F:19])[C:3](=O)[CH2:4][C:5]([C:7]1[CH:17]=[CH:16][C:10]2[O:11][CH2:12][C:13](=[O:15])[NH:14][C:9]=2[CH:8]=1)=O.[CH3:21][O:22][C:23]1[CH:24]=[C:25]([NH:29][NH2:30])[CH:26]=[CH:27][CH:28]=1, predict the reaction product. The product is: [CH3:21][O:22][C:23]1[CH:24]=[C:25]([N:29]2[C:5]([C:7]3[CH:17]=[CH:16][C:10]4[O:11][CH2:12][C:13](=[O:15])[NH:14][C:9]=4[CH:8]=3)=[CH:4][C:3]([C:2]([F:20])([F:19])[F:1])=[N:30]2)[CH:26]=[CH:27][CH:28]=1. (8) The product is: [Na+:25].[N:17]1([C:12]2[O:11][C:10]([C:6]3[CH:5]=[C:4]([CH:9]=[CH:8][CH:7]=3)[C:3]([O-:23])=[O:2])=[CH:15][C:14](=[O:16])[CH:13]=2)[CH2:22][CH2:21][O:20][CH2:19][CH2:18]1. Given the reactants C[O:2][C:3](=[O:23])[C:4]1[CH:9]=[CH:8][CH:7]=[C:6]([C:10]2[O:11][C:12]([N:17]3[CH2:22][CH2:21][O:20][CH2:19][CH2:18]3)=[CH:13][C:14](=[O:16])[CH:15]=2)[CH:5]=1.[OH-].[Na+:25], predict the reaction product. (9) Given the reactants Br[CH2:2][CH2:3][CH2:4][CH2:5][CH2:6][CH2:7][C:8]1[C:14]2[CH:15]=[CH:16][C:17]([OH:19])=[CH:18][C:13]=2[CH2:12][CH2:11][CH2:10][C:9]=1[C:20]1[CH:25]=[CH:24][CH:23]=[CH:22][CH:21]=1.[CH3:26][NH:27][CH2:28][CH2:29][CH2:30][S:31]([CH2:34][CH2:35][CH2:36][C:37]([F:43])([F:42])[C:38]([F:41])([F:40])[F:39])(=[O:33])=[O:32], predict the reaction product. The product is: [CH3:26][N:27]([CH2:28][CH2:29][CH2:30][S:31]([CH2:34][CH2:35][CH2:36][C:37]([F:43])([F:42])[C:38]([F:41])([F:40])[F:39])(=[O:33])=[O:32])[CH2:2][CH2:3][CH2:4][CH2:5][CH2:6][CH2:7][C:8]1[C:14]2[CH:15]=[CH:16][C:17]([OH:19])=[CH:18][C:13]=2[CH2:12][CH2:11][CH2:10][C:9]=1[C:20]1[CH:25]=[CH:24][CH:23]=[CH:22][CH:21]=1.